This data is from Forward reaction prediction with 1.9M reactions from USPTO patents (1976-2016). The task is: Predict the product of the given reaction. (1) The product is: [N:1]1[C:2]2[CH:7]=[CH:6][CH:5]=[N:4][C:3]=2[C:8]([OH:10])=[N:13][C:12]=1[OH:11]. Given the reactants [NH2:1][C:2]1[C:3]([C:8]([OH:10])=O)=[N:4][CH:5]=[CH:6][CH:7]=1.[O-:11][C:12]#[N:13].[K+].[Cl-].[NH4+].Cl, predict the reaction product. (2) Given the reactants [F:1][C:2]1[CH:3]=[C:4]([C:21]2[CH:22]=[N:23][N:24]3[CH:29]=[CH:28][C:27]([N:30]4[C@@H:34]([C:35]5[CH:40]=[CH:39][C:38]([F:41])=[CH:37][N:36]=5)[CH2:33][O:32][C:31]4=[O:42])=[N:26][C:25]=23)[CH:5]=[CH:6][C:7]=1[C:8]1[N:12]=[CH:11][N:10](COCC[Si](C)(C)C)[N:9]=1, predict the reaction product. The product is: [F:1][C:2]1[CH:3]=[C:4]([C:21]2[CH:22]=[N:23][N:24]3[CH:29]=[CH:28][C:27]([N:30]4[C@@H:34]([C:35]5[CH:40]=[CH:39][C:38]([F:41])=[CH:37][N:36]=5)[CH2:33][O:32][C:31]4=[O:42])=[N:26][C:25]=23)[CH:5]=[CH:6][C:7]=1[C:8]1[N:12]=[CH:11][NH:10][N:9]=1. (3) Given the reactants Cl[C:2]1[C:3]2[C:4](=[N:8][N:9]([CH3:11])[CH:10]=2)[N:5]=[CH:6][CH:7]=1.[NH2:12][C:13]1[CH:18]=[C:17]([CH3:19])[CH:16]=[CH:15][C:14]=1[S:20][C:21]1[CH:26]=[CH:25][C:24]([OH:27])=[CH:23][CH:22]=1.CC(C)([O-])C.[Na+], predict the reaction product. The product is: [CH3:19][C:17]1[CH:16]=[CH:15][C:14]([S:20][C:21]2[CH:26]=[CH:25][C:24]([OH:27])=[CH:23][CH:22]=2)=[C:13]([NH:12][C:2]2[C:3]3[C:4](=[N:8][N:9]([CH3:11])[CH:10]=3)[N:5]=[CH:6][CH:7]=2)[CH:18]=1. (4) Given the reactants [CH2:1]([C:4]1([S:7]([NH:10][C:11]2[C:16](C)=[CH:15][C:14]([F:18])=[C:13]([F:19])[C:12]=2[NH:20][C:21]2[CH:26]=[CH:25][C:24]([I:27])=[CH:23][C:22]=2[F:28])(=[O:9])=[O:8])[CH2:6][CH2:5]1)C=C.C[N+]1([O-])CCO[CH2:32][CH2:31]1.C1C[O:40]CC1.CCO[C:45]([CH3:47])=[O:46], predict the reaction product. The product is: [OH:40][CH:47]([CH2:45][OH:46])[CH2:1][C:4]1([S:7]([NH:10][C:11]2[C:16]([CH2:31][CH3:32])=[CH:15][C:14]([F:18])=[C:13]([F:19])[C:12]=2[NH:20][C:21]2[CH:26]=[CH:25][C:24]([I:27])=[CH:23][C:22]=2[F:28])(=[O:9])=[O:8])[CH2:5][CH2:6]1. (5) Given the reactants [F:1][C:2]1[CH:7]=[CH:6][C:5]([C:8]2[C:9]([C:20]3[CH:21]=[CH:22][C:23](=[O:33])[N:24]([C:26]4[CH:31]=[CH:30][CH:29]=[CH:28][C:27]=4[CH3:32])[N:25]=3)=[C:10]3[N:15]([CH2:16][CH2:17][CH2:18][OH:19])[CH2:14][CH2:13][N:11]3[N:12]=2)=[CH:4][CH:3]=1.C(N(CC)CC)C.[CH3:41][S:42](Cl)(=[O:44])=[O:43], predict the reaction product. The product is: [CH3:41][S:42]([O:19][CH2:18][CH2:17][CH2:16][N:15]1[C:10]2[N:11]([N:12]=[C:8]([C:5]3[CH:4]=[CH:3][C:2]([F:1])=[CH:7][CH:6]=3)[C:9]=2[C:20]2[CH:21]=[CH:22][C:23](=[O:33])[N:24]([C:26]3[CH:31]=[CH:30][CH:29]=[CH:28][C:27]=3[CH3:32])[N:25]=2)[CH2:13][CH2:14]1)(=[O:44])=[O:43]. (6) Given the reactants C(=O)([O-])[O-].[K+].[K+].[Br-].C([O:10][C:11]([CH2:13][P+](C1C=CC=CC=1)(C1C=CC=CC=1)C1C=CC=CC=1)=[O:12])C.[OH:33][C:34]1[CH:41]=[C:40]([O:42][CH2:43][CH2:44][CH2:45][CH2:46][CH:47]([CH2:49][CH3:50])[CH3:48])[C:39]([CH2:51][CH3:52])=[CH:38][C:35]=1[CH:36]=O, predict the reaction product. The product is: [OH:33][C:34]1[CH:41]=[C:40]([O:42][CH2:43][CH2:44][CH2:45][CH2:46][CH:47]([CH2:49][CH3:50])[CH3:48])[C:39]([CH2:51][CH3:52])=[CH:38][C:35]=1[CH:36]=[CH:13][C:11]([OH:12])=[O:10].